From a dataset of Full USPTO retrosynthesis dataset with 1.9M reactions from patents (1976-2016). Predict the reactants needed to synthesize the given product. (1) Given the product [CH:28]1([CH2:31][C:32]([NH:1][CH2:2][CH2:3][N:4]2[CH2:5][CH2:6][CH:7]([CH2:10][NH:11][C:12](=[O:27])[C:13]3[CH:18]=[C:17]([C:19]([F:21])([F:22])[F:20])[CH:16]=[C:15]([C:23]([F:24])([F:25])[F:26])[CH:14]=3)[CH2:8][CH2:9]2)=[O:33])[CH2:30][CH2:29]1, predict the reactants needed to synthesize it. The reactants are: [NH2:1][CH2:2][CH2:3][N:4]1[CH2:9][CH2:8][CH:7]([CH2:10][NH:11][C:12](=[O:27])[C:13]2[CH:18]=[C:17]([C:19]([F:22])([F:21])[F:20])[CH:16]=[C:15]([C:23]([F:26])([F:25])[F:24])[CH:14]=2)[CH2:6][CH2:5]1.[CH:28]1([CH2:31][C:32](O)=[O:33])[CH2:30][CH2:29]1.CN(C(ON1N=NC2C=CC=NC1=2)=[N+](C)C)C.F[P-](F)(F)(F)(F)F.C([O-])(O)=O.[Na+]. (2) Given the product [CH2:32]([O:39][CH:40]1[CH2:10][CH2:9][N:8]([C:5]2[N:6]=[CH:7][C:2]([NH2:1])=[CH:3][CH:4]=2)[CH2:13][CH2:12]1)[C:33]1[CH:38]=[CH:37][CH:36]=[CH:35][CH:34]=1, predict the reactants needed to synthesize it. The reactants are: [NH2:1][C:2]1[CH:3]=[CH:4][C:5]([N:8]2[CH2:13][CH2:12]N(CC3C=CC=CC=3)[C:10](=O)[CH2:9]2)=[N:6][CH:7]=1.ClC1C=CC([N+]([O-])=O)=CN=1.[CH2:32]([O:39][CH:40]1CCNCC1)[C:33]1[CH:38]=[CH:37][CH:36]=[CH:35][CH:34]=1. (3) Given the product [C:1]([O:5][C:6]([N:8]1[CH2:9][CH2:10][N:11]([C:14]2[CH:19]=[CH:18][CH:17]=[C:16]([CH2:20][OH:21])[CH:15]=2)[CH2:12][CH2:13]1)=[O:7])([CH3:4])([CH3:2])[CH3:3], predict the reactants needed to synthesize it. The reactants are: [C:1]([O:5][C:6]([N:8]1[CH2:13][CH2:12][N:11]([C:14]2[CH:19]=[CH:18][CH:17]=[C:16]([CH:20]=[O:21])[CH:15]=2)[CH2:10][CH2:9]1)=[O:7])([CH3:4])([CH3:3])[CH3:2].[H-].[H-].[H-].[H-].[Li+].[Al+3]. (4) Given the product [O:2]1[C:6]2[CH:7]=[CH:8][CH:9]=[C:10]([CH:11]3[CH2:16][CH2:15][N:14]([CH2:17][CH2:18][C@H:19]4[CH2:20][CH2:21][C@H:22]([NH:25][C:31](=[O:32])[CH2:30][CH2:29][O:28][CH2:26][CH3:27])[CH2:23][CH2:24]4)[CH2:13][CH2:12]3)[C:5]=2[O:4][CH2:3]1, predict the reactants needed to synthesize it. The reactants are: Cl.[O:2]1[C:6]2[CH:7]=[CH:8][CH:9]=[C:10]([CH:11]3[CH2:16][CH2:15][N:14]([CH2:17][CH2:18][C@H:19]4[CH2:24][CH2:23][C@H:22]([NH2:25])[CH2:21][CH2:20]4)[CH2:13][CH2:12]3)[C:5]=2[O:4][CH2:3]1.[CH2:26]([O:28][CH2:29][CH2:30][C:31](O)=[O:32])[CH3:27]. (5) Given the product [CH2:11]([O:10][C:8]([NH:6][CH2:5][CH2:4][CH2:3][Br:2])=[O:9])[C:12]1[CH:17]=[CH:16][CH:15]=[CH:14][CH:13]=1, predict the reactants needed to synthesize it. The reactants are: Br.[Br:2][CH2:3][CH2:4][CH2:5][NH2:6].Cl[C:8]([O:10][CH2:11][C:12]1[CH:17]=[CH:16][CH:15]=[CH:14][CH:13]=1)=[O:9].C(OCC)(=O)C. (6) Given the product [C:26]([C:30]1[CH:35]=[CH:34][C:33]([S:36]([NH:1][C:4]2[CH:5]=[C:6]3[C:10](=[CH:11][CH:12]=2)[N:9]([CH2:13][C:14]([NH:16][C@H:17]([C:22]([OH:24])=[O:23])[CH2:18][CH:19]([CH3:20])[CH3:21])=[O:15])[CH:8]=[CH:7]3)(=[O:38])=[O:37])=[CH:32][CH:31]=1)([CH3:29])([CH3:27])[CH3:28], predict the reactants needed to synthesize it. The reactants are: [N+:1]([C:4]1[CH:5]=[C:6]2[C:10](=[CH:11][CH:12]=1)[N:9]([CH2:13][C:14]([NH:16][C@H:17]([C:22]([O:24]C)=[O:23])[CH2:18][CH:19]([CH3:21])[CH3:20])=[O:15])[CH:8]=[CH:7]2)([O-])=O.[C:26]([C:30]1[CH:35]=[CH:34][C:33]([S:36](Cl)(=[O:38])=[O:37])=[CH:32][CH:31]=1)([CH3:29])([CH3:28])[CH3:27]. (7) Given the product [C:1]1([CH:7]([C:9]2[CH:10]=[CH:11][CH:12]=[CH:13][CH:14]=2)[CH2:8][Si:21]([CH3:23])([CH3:22])[CH3:15])[CH:6]=[CH:5][CH:4]=[CH:3][CH:2]=1, predict the reactants needed to synthesize it. The reactants are: [C:1]1([C:7]([C:9]2[CH:14]=[CH:13][CH:12]=[CH:11][CH:10]=2)=[CH2:8])[CH:6]=[CH:5][CH:4]=[CH:3][CH:2]=1.[CH:15]1([Si:21](C)([CH3:23])[CH3:22])C=CCC=C1. (8) Given the product [C:1]([O:5][C:6]([N:7]1[C@@H:8]([CH2:11][C:12]2[CH:17]=[CH:16][C:15]([OH:18])=[C:14]([Cl:19])[CH:13]=2)[CH2:9][O:10][C:23]1([CH3:25])[CH3:24])=[O:20])([CH3:4])([CH3:2])[CH3:3], predict the reactants needed to synthesize it. The reactants are: [C:1]([O:5][C:6](=[O:20])[NH:7][C@@H:8]([CH2:11][C:12]1[CH:17]=[CH:16][C:15]([OH:18])=[C:14]([Cl:19])[CH:13]=1)[CH2:9][OH:10])([CH3:4])([CH3:3])[CH3:2].CO[C:23](OC)([CH3:25])[CH3:24].O.C1(C)C=CC(S(O)(=O)=O)=CC=1.